Dataset: Full USPTO retrosynthesis dataset with 1.9M reactions from patents (1976-2016). Task: Predict the reactants needed to synthesize the given product. (1) Given the product [CH3:1][C:2]1[N:7]=[C:6]([N:8]2[CH2:13][CH2:12][CH:11]([C:14]([OH:18])([C:16]#[C:17][C:23]3[CH:28]=[CH:27][CH:26]=[C:25]([CH3:29])[N:24]=3)[CH3:15])[CH2:10][CH2:9]2)[C:5]([N+:19]([O-:21])=[O:20])=[CH:4][CH:3]=1, predict the reactants needed to synthesize it. The reactants are: [CH3:1][C:2]1[N:7]=[C:6]([N:8]2[CH2:13][CH2:12][CH:11]([C:14]([OH:18])([C:16]#[CH:17])[CH3:15])[CH2:10][CH2:9]2)[C:5]([N+:19]([O-:21])=[O:20])=[CH:4][CH:3]=1.Br[C:23]1[CH:28]=[CH:27][CH:26]=[C:25]([CH3:29])[N:24]=1. (2) The reactants are: ClC1C=CC2C3N=C(NC4C=CC(I)=CC=4)N=CC=3CC(=O)NC=2C=1.C([Si](C)(C)C)#C.[Cl:32][C:33]1[CH:34]=[CH:35][C:36]2[C:42]3[N:43]=[C:44]([NH:47][C:48]4[CH:53]=[CH:52][C:51]([C:54]#[C:55][Si](C)(C)C)=[CH:50][CH:49]=4)[N:45]=[CH:46][C:41]=3[CH2:40][C:39](=[O:60])[NH:38][C:37]=2[CH:61]=1. Given the product [Cl:32][C:33]1[CH:34]=[CH:35][C:36]2[C:42]3[N:43]=[C:44]([NH:47][C:48]4[CH:53]=[CH:52][C:51]([C:54]#[CH:55])=[CH:50][CH:49]=4)[N:45]=[CH:46][C:41]=3[CH2:40][C:39](=[O:60])[NH:38][C:37]=2[CH:61]=1, predict the reactants needed to synthesize it. (3) Given the product [NH2:16][C:10]1[N:11]([CH3:15])[C:12](=[O:14])[CH2:13][C@@:8]2([C:24]3[C:5](=[CH:4][CH:3]=[C:2]([NH:1][C:31]([C:28]4([C:27]([F:35])([F:34])[F:26])[CH2:30][CH2:29]4)=[O:32])[CH:25]=3)[CH2:6][CH2:7]2)[N:9]=1, predict the reactants needed to synthesize it. The reactants are: [NH2:1][C:2]1[CH:25]=[C:24]2[C:5]([CH2:6][CH2:7][C@@:8]32[CH2:13][C:12](=[O:14])[N:11]([CH3:15])[C:10]([NH:16]C(=O)OC(C)(C)C)=[N:9]3)=[CH:4][CH:3]=1.[F:26][C:27]([F:35])([F:34])[C:28]1([C:31](O)=[O:32])[CH2:30][CH2:29]1. (4) Given the product [ClH:26].[NH2:7][C@@H:8]1[CH2:10][C@H:9]1[C:11]1[S:12][CH:13]=[C:14]([C:16]([NH:17][CH:18]2[CH2:19][CH2:20][O:21][CH2:22][CH2:23]2)=[O:24])[CH:15]=1, predict the reactants needed to synthesize it. The reactants are: C(OC(=O)[NH:7][CH:8]1[CH2:10][CH:9]1[C:11]1[S:12][CH:13]=[C:14]([C:16](=[O:24])[NH:17][CH:18]2[CH2:23][CH2:22][O:21][CH2:20][CH2:19]2)[CH:15]=1)(C)(C)C.[ClH:26].C(OCC)(=O)C. (5) Given the product [C:23]([C:27]1[N:28]=[C:29]([N:36]2[CH2:40][CH2:39][C:38]([F:41])([F:42])[CH2:37]2)[C:30]2[C:31](=[N:33][N:34]([CH2:45][C:46]([C:48]3[CH:53]=[CH:52][CH:51]=[CH:50][N:49]=3)=[O:47])[N:35]=2)[N:32]=1)([CH3:26])([CH3:24])[CH3:25], predict the reactants needed to synthesize it. The reactants are: C(C1N=C(N2CCC(F)(F)C2)C2C(=NN(CC)N=2)N=1)(C)(C)C.[C:23]([C:27]1[N:28]=[C:29]([N:36]2[CH2:40][CH2:39][C:38]([F:42])([F:41])[CH2:37]2)[C:30]2[N:35]=[N:34][NH:33][C:31]=2[N:32]=1)([CH3:26])([CH3:25])[CH3:24].Br.Br[CH2:45][C:46]([C:48]1[CH:53]=[CH:52][CH:51]=[CH:50][N:49]=1)=[O:47]. (6) Given the product [C:24]([O:28][C:29]([N:31]1[C:39]2[C:34](=[CH:35][C:36]([O:40][CH2:16][C:15]3[CH:18]=[CH:19][C:12]([CH:7]4[CH2:1][CH2:8][CH2:9][CH2:10][CH2:11]4)=[C:13]([C:20]([F:21])([F:22])[F:23])[CH:14]=3)=[CH:37][CH:38]=2)[CH2:33][CH2:32]1)=[O:30])([CH3:27])([CH3:25])[CH3:26], predict the reactants needed to synthesize it. The reactants are: [C:1](=O)([O-])[O-].[K+].[K+].[CH:7]1([C:12]2[CH:19]=[CH:18][C:15]([CH2:16]Cl)=[CH:14][C:13]=2[C:20]([F:23])([F:22])[F:21])[CH2:11][CH2:10][CH2:9][CH2:8]1.[C:24]([O:28][C:29]([N:31]1[C:39]2[C:34](=[CH:35][C:36]([OH:40])=[CH:37][CH:38]=2)[CH2:33][CH2:32]1)=[O:30])([CH3:27])([CH3:26])[CH3:25]. (7) The reactants are: FC(F)(F)C(O)=O.[NH2:8][C@H:9]1[CH2:15][O:14][C:13]2[CH:16]=[C:17]([CH3:20])[CH:18]=[CH:19][C:12]=2[NH:11][C:10]1=[O:21].[C:22]([O:26][C:27]([N:29]([CH3:35])[C@@H:30]([CH3:34])[C:31](O)=[O:32])=[O:28])([CH3:25])([CH3:24])[CH3:23].C1C=CC2N(O)N=NC=2C=1.CN(C(ON1N=NC2C=CC=CC1=2)=[N+](C)C)C.F[P-](F)(F)(F)(F)F.CCN(C(C)C)C(C)C. Given the product [C:22]([O:26][C:27](=[O:28])[N:29]([CH3:35])[C@H:30]([C:31](=[O:32])[NH:8][C@@H:9]1[C:10](=[O:21])[NH:11][C:12]2[CH:19]=[CH:18][C:17]([CH3:20])=[CH:16][C:13]=2[O:14][CH2:15]1)[CH3:34])([CH3:23])([CH3:25])[CH3:24], predict the reactants needed to synthesize it. (8) Given the product [Br:1][C:2]1[N:3]=[CH:4][N:5]([C:7]2[CH:12]=[CH:11][CH:10]=[CH:9][CH:8]=2)[CH:6]=1, predict the reactants needed to synthesize it. The reactants are: [Br:1][C:2]1[N:3]=[CH:4][NH:5][CH:6]=1.[C:7]1(B(O)O)[CH:12]=[CH:11][CH:10]=[CH:9][CH:8]=1.N1C=CC=CC=1. (9) Given the product [C:24]([C:21]1[CH:22]=[CH:23][C:18]([N:12]2[C@@H:11]([C:9]([OH:10])=[O:8])[CH2:15][N:14]([CH3:16])[C:13]2=[O:17])=[CH:19][C:20]=1[C:26]([F:28])([F:29])[F:27])#[N:25], predict the reactants needed to synthesize it. The reactants are: C([O:8][C:9]([C@H:11]1[CH2:15][N:14]([CH3:16])[C:13](=[O:17])[N:12]1[C:18]1[CH:23]=[CH:22][C:21]([C:24]#[N:25])=[C:20]([C:26]([F:29])([F:28])[F:27])[CH:19]=1)=[O:10])C1C=CC=CC=1. (10) Given the product [Cl:1][C:2]1[CH:27]=[CH:26][C:5]([CH2:6][N:7]2[C:15]3[C:10](=[CH:11][C:12]([CH:16]=[C:17]4[S:21][C:20]([N:39]5[CH2:38][CH2:37][N:36]([CH2:35][C:34]([NH:33][CH3:32])=[O:42])[CH2:41][CH2:40]5)=[N:19][C:18]4=[O:25])=[CH:13][CH:14]=3)[CH:9]=[N:8]2)=[C:4]([C:28]([F:31])([F:29])[F:30])[CH:3]=1, predict the reactants needed to synthesize it. The reactants are: [Cl:1][C:2]1[CH:27]=[CH:26][C:5]([CH2:6][N:7]2[C:15]3[C:10](=[CH:11][C:12]([CH:16]=[C:17]4[S:21][C:20](SCC)=[N:19][C:18]4=[O:25])=[CH:13][CH:14]=3)[CH:9]=[N:8]2)=[C:4]([C:28]([F:31])([F:30])[F:29])[CH:3]=1.[CH3:32][NH:33][C:34](=[O:42])[CH2:35][N:36]1[CH2:41][CH2:40][NH:39][CH2:38][CH2:37]1.